This data is from Peptide-MHC class II binding affinity with 134,281 pairs from IEDB. The task is: Regression. Given a peptide amino acid sequence and an MHC pseudo amino acid sequence, predict their binding affinity value. This is MHC class II binding data. The peptide sequence is FRQHINYVLARPKLR. The MHC is HLA-DQA10101-DQB10501 with pseudo-sequence HLA-DQA10101-DQB10501. The binding affinity (normalized) is 0.252.